From a dataset of NCI-60 drug combinations with 297,098 pairs across 59 cell lines. Regression. Given two drug SMILES strings and cell line genomic features, predict the synergy score measuring deviation from expected non-interaction effect. (1) Drug 2: C1=NC2=C(N1)C(=S)N=C(N2)N. Drug 1: CCC1=CC2CC(C3=C(CN(C2)C1)C4=CC=CC=C4N3)(C5=C(C=C6C(=C5)C78CCN9C7C(C=CC9)(C(C(C8N6C)(C(=O)OC)O)OC(=O)C)CC)OC)C(=O)OC.C(C(C(=O)O)O)(C(=O)O)O. Synergy scores: CSS=60.5, Synergy_ZIP=-0.178, Synergy_Bliss=-2.18, Synergy_Loewe=-4.84, Synergy_HSA=-0.907. Cell line: CCRF-CEM. (2) Drug 1: C1C(C(OC1N2C=C(C(=O)NC2=O)F)CO)O. Drug 2: CS(=O)(=O)CCNCC1=CC=C(O1)C2=CC3=C(C=C2)N=CN=C3NC4=CC(=C(C=C4)OCC5=CC(=CC=C5)F)Cl. Cell line: MALME-3M. Synergy scores: CSS=0.475, Synergy_ZIP=2.49, Synergy_Bliss=4.28, Synergy_Loewe=-2.09, Synergy_HSA=-0.539. (3) Drug 1: CC1=C2C(C(=O)C3(C(CC4C(C3C(C(C2(C)C)(CC1OC(=O)C(C(C5=CC=CC=C5)NC(=O)OC(C)(C)C)O)O)OC(=O)C6=CC=CC=C6)(CO4)OC(=O)C)O)C)O. Drug 2: C1CCC(C(C1)N)N.C(=O)(C(=O)[O-])[O-].[Pt+4]. Cell line: MCF7. Synergy scores: CSS=27.0, Synergy_ZIP=-8.32, Synergy_Bliss=-4.34, Synergy_Loewe=-6.56, Synergy_HSA=-6.39. (4) Drug 1: C1C(C(OC1N2C=NC3=C(N=C(N=C32)Cl)N)CO)O. Drug 2: CC1C(C(CC(O1)OC2CC(CC3=C2C(=C4C(=C3O)C(=O)C5=CC=CC=C5C4=O)O)(C(=O)C)O)N)O. Cell line: 786-0. Synergy scores: CSS=41.6, Synergy_ZIP=4.60, Synergy_Bliss=6.16, Synergy_Loewe=1.04, Synergy_HSA=6.37. (5) Drug 1: C1CC(=O)NC(=O)C1N2C(=O)C3=CC=CC=C3C2=O. Drug 2: CC(C)NC(=O)C1=CC=C(C=C1)CNNC.Cl. Cell line: KM12. Synergy scores: CSS=2.86, Synergy_ZIP=-0.751, Synergy_Bliss=1.68, Synergy_Loewe=-2.75, Synergy_HSA=0.975. (6) Drug 1: CC(CN1CC(=O)NC(=O)C1)N2CC(=O)NC(=O)C2. Drug 2: CC1C(C(CC(O1)OC2CC(CC3=C2C(=C4C(=C3O)C(=O)C5=CC=CC=C5C4=O)O)(C(=O)C)O)N)O. Cell line: NCI-H522. Synergy scores: CSS=56.6, Synergy_ZIP=4.41, Synergy_Bliss=8.55, Synergy_Loewe=9.01, Synergy_HSA=10.2. (7) Drug 1: C1CCC(CC1)NC(=O)N(CCCl)N=O. Drug 2: C1=NC2=C(N1)C(=S)N=CN2. Cell line: NCI-H322M. Synergy scores: CSS=-1.46, Synergy_ZIP=-11.8, Synergy_Bliss=-26.4, Synergy_Loewe=-37.6, Synergy_HSA=-26.0. (8) Drug 1: C1CC(=O)NC(=O)C1N2CC3=C(C2=O)C=CC=C3N. Drug 2: C1=C(C(=O)NC(=O)N1)N(CCCl)CCCl. Cell line: SK-OV-3. Synergy scores: CSS=7.85, Synergy_ZIP=-5.82, Synergy_Bliss=-8.89, Synergy_Loewe=-8.19, Synergy_HSA=-8.13. (9) Drug 1: CNC(=O)C1=CC=CC=C1SC2=CC3=C(C=C2)C(=NN3)C=CC4=CC=CC=N4. Drug 2: CC1C(C(=O)NC(C(=O)N2CCCC2C(=O)N(CC(=O)N(C(C(=O)O1)C(C)C)C)C)C(C)C)NC(=O)C3=C4C(=C(C=C3)C)OC5=C(C(=O)C(=C(C5=N4)C(=O)NC6C(OC(=O)C(N(C(=O)CN(C(=O)C7CCCN7C(=O)C(NC6=O)C(C)C)C)C)C(C)C)C)N)C. Cell line: NCI-H226. Synergy scores: CSS=6.08, Synergy_ZIP=6.01, Synergy_Bliss=10.7, Synergy_Loewe=9.25, Synergy_HSA=8.58.